This data is from Full USPTO retrosynthesis dataset with 1.9M reactions from patents (1976-2016). The task is: Predict the reactants needed to synthesize the given product. (1) Given the product [Br:1][C:2]1[C:11]2[C:10]([CH3:12])([CH3:13])[CH2:9][CH:8]=[C:7]([CH:14]([CH3:17])[CH3:15])[C:6]=2[CH:5]=[C:4](/[C:18](/[CH3:23])=[C:19](/[F:22])\[CH2:20][OH:21])[C:3]=1[O:24][CH2:25][CH2:26][CH3:28], predict the reactants needed to synthesize it. The reactants are: [Br:1][C:2]1[C:11]2[C:10]([CH3:13])([CH3:12])[CH2:9][CH:8]=[C:7]([C:14]([CH3:17])(C)[CH3:15])[C:6]=2[CH:5]=[C:4](/[C:18](/[CH3:23])=[C:19](/[F:22])\[CH2:20][OH:21])[C:3]=1[O:24][CH2:25][CH3:26].Br[C:28]1C2C(C)(C)CC=C(C(C)(C)C)C=2C=C(/C(/C)=C(/F)\C(OCC)=O)C=1OCC.[H-].C([Al+]CC(C)C)C(C)C. (2) The reactants are: C[O:2][C:3]1[CH:4]=[C:5]([CH3:12])[C:6]2[CH:10]=[CH:9][S:8][C:7]=2[CH:11]=1.Cl.N1C=CC=CC=1. Given the product [CH3:12][C:5]1[C:6]2[CH:10]=[CH:9][S:8][C:7]=2[CH:11]=[C:3]([OH:2])[CH:4]=1, predict the reactants needed to synthesize it. (3) Given the product [C:13]1([C:9]2[NH:10][C:11]3[C:7]([CH:8]=2)=[CH:6][CH:5]=[C:4]([NH2:1])[CH:12]=3)[CH:14]=[CH:15][CH:16]=[CH:17][CH:18]=1, predict the reactants needed to synthesize it. The reactants are: [N+:1]([C:4]1[CH:12]=[C:11]2[C:7]([CH:8]=[C:9]([C:13]3[CH:18]=[CH:17][CH:16]=[CH:15][CH:14]=3)[NH:10]2)=[CH:6][CH:5]=1)([O-])=O.[Cl-].[NH4+]. (4) Given the product [CH2:1]([O:2][CH2:3][CH2:4][C:5]1([O:14][C:15]2[CH:16]=[CH:17][C:18]([O:21][C:22]3[CH:27]=[CH:26][C:25]([C:28]4[CH:32]=[CH:31][N:30]([C:33]5[CH:34]=[CH:35][C:36]([F:39])=[CH:37][CH:38]=5)[N:29]=4)=[CH:24][CH:23]=3)=[CH:19][CH:20]=2)[C:6](=[O:13])[NH:7][C:8](=[O:12])[NH:9][C:10]1=[O:11])[CH3:41], predict the reactants needed to synthesize it. The reactants are: [CH3:1][O:2][CH2:3][CH2:4][C:5]1([O:14][C:15]2[CH:20]=[CH:19][C:18]([O:21][C:22]3[CH:27]=[CH:26][C:25]([C:28]4[CH:32]=[CH:31][N:30]([C:33]5[CH:38]=[CH:37][C:36]([F:39])=[CH:35][CH:34]=5)[N:29]=4)=[CH:24][CH:23]=3)=[CH:17][CH:16]=2)[C:10](=[O:11])[NH:9][C:8](=[O:12])[NH:7][C:6]1=[O:13].Br[C:41]1(CCOCC)C(=O)NC(=O)NC1=O.